Dataset: NCI-60 drug combinations with 297,098 pairs across 59 cell lines. Task: Regression. Given two drug SMILES strings and cell line genomic features, predict the synergy score measuring deviation from expected non-interaction effect. (1) Drug 2: C1C(C(OC1N2C=NC(=NC2=O)N)CO)O. Cell line: MOLT-4. Synergy scores: CSS=42.1, Synergy_ZIP=4.13, Synergy_Bliss=5.62, Synergy_Loewe=-33.1, Synergy_HSA=5.15. Drug 1: C(=O)(N)NO. (2) Drug 1: C1=CC(=CC=C1CC(C(=O)O)N)N(CCCl)CCCl.Cl. Synergy scores: CSS=0.0835, Synergy_ZIP=0.825, Synergy_Bliss=5.51, Synergy_Loewe=-3.54, Synergy_HSA=0.703. Cell line: TK-10. Drug 2: CN1C(=O)N2C=NC(=C2N=N1)C(=O)N.